From a dataset of Peptide-MHC class I binding affinity with 185,985 pairs from IEDB/IMGT. Regression. Given a peptide amino acid sequence and an MHC pseudo amino acid sequence, predict their binding affinity value. This is MHC class I binding data. (1) The peptide sequence is RMFKRVFNM. The MHC is HLA-B15:42 with pseudo-sequence HLA-B15:42. The binding affinity (normalized) is 0.383. (2) The MHC is HLA-A02:01 with pseudo-sequence HLA-A02:01. The binding affinity (normalized) is 0.284. The peptide sequence is FLVLIMLII. (3) The MHC is HLA-A68:02 with pseudo-sequence HLA-A68:02. The peptide sequence is ETQHGTILI. The binding affinity (normalized) is 0.716. (4) The peptide sequence is HLRASTTENA. The MHC is HLA-A02:02 with pseudo-sequence HLA-A02:02. The binding affinity (normalized) is 0.428.